From a dataset of NCI-60 drug combinations with 297,098 pairs across 59 cell lines. Regression. Given two drug SMILES strings and cell line genomic features, predict the synergy score measuring deviation from expected non-interaction effect. (1) Drug 1: CCC(=C(C1=CC=CC=C1)C2=CC=C(C=C2)OCCN(C)C)C3=CC=CC=C3.C(C(=O)O)C(CC(=O)O)(C(=O)O)O. Drug 2: B(C(CC(C)C)NC(=O)C(CC1=CC=CC=C1)NC(=O)C2=NC=CN=C2)(O)O. Cell line: OVCAR-8. Synergy scores: CSS=67.2, Synergy_ZIP=4.14, Synergy_Bliss=7.61, Synergy_Loewe=-7.38, Synergy_HSA=4.65. (2) Drug 1: CC12CCC3C(C1CCC2O)C(CC4=C3C=CC(=C4)O)CCCCCCCCCS(=O)CCCC(C(F)(F)F)(F)F. Drug 2: C1C(C(OC1N2C=NC(=NC2=O)N)CO)O. Cell line: NCI-H460. Synergy scores: CSS=-1.36, Synergy_ZIP=-0.536, Synergy_Bliss=0.377, Synergy_Loewe=-10.3, Synergy_HSA=-3.27. (3) Drug 1: C1CCN(CC1)CCOC2=CC=C(C=C2)C(=O)C3=C(SC4=C3C=CC(=C4)O)C5=CC=C(C=C5)O. Drug 2: CN(C)C1=NC(=NC(=N1)N(C)C)N(C)C. Cell line: HCT116. Synergy scores: CSS=-9.98, Synergy_ZIP=1.12, Synergy_Bliss=-6.34, Synergy_Loewe=-9.60, Synergy_HSA=-9.78. (4) Drug 1: C1=CC(=CC=C1CC(C(=O)O)N)N(CCCl)CCCl.Cl. Drug 2: N.N.Cl[Pt+2]Cl. Cell line: SK-MEL-2. Synergy scores: CSS=1.77, Synergy_ZIP=1.34, Synergy_Bliss=4.81, Synergy_Loewe=-1.50, Synergy_HSA=0.399.